Dataset: Full USPTO retrosynthesis dataset with 1.9M reactions from patents (1976-2016). Task: Predict the reactants needed to synthesize the given product. (1) Given the product [C:1]([O:5][C:6](=[O:40])[NH:7][C:8]1([C:12]2[CH:13]=[CH:14][C:15]([C:18]3[C:27](=[O:28])[C:26]4[C:21](=[CH:22][C:23]([C:29]5[NH:30][N:31]=[CH:32][CH:33]=5)=[C:24]([O:45][CH3:41])[CH:25]=4)[O:20][C:19]=3[C:34]3[CH:35]=[CH:36][CH:37]=[CH:38][CH:39]=3)=[CH:16][CH:17]=2)[CH2:11][CH2:10][CH2:9]1)([CH3:4])([CH3:2])[CH3:3], predict the reactants needed to synthesize it. The reactants are: [C:1]([O:5][C:6](=[O:40])[NH:7][C:8]1([C:12]2[CH:17]=[CH:16][C:15]([C:18]3[C:27](=[O:28])[C:26]4[C:21](=[CH:22][C:23]([C:29]5[NH:30][N:31]=[CH:32][CH:33]=5)=[CH:24][CH:25]=4)[O:20][C:19]=3[C:34]3[CH:39]=[CH:38][CH:37]=[CH:36][CH:35]=3)=[CH:14][CH:13]=2)[CH2:11][CH2:10][CH2:9]1)([CH3:4])([CH3:3])[CH3:2].[C:41]([O:45]C(=O)NC1(C2C=CC(C3C(=O)C4C(=CC(Br)=C(OC)C=4)OC=3C3C=CC=CC=3)=CC=2)CCC1)(C)(C)C. (2) Given the product [F:9][C:8]([F:11])([F:10])[C:5]1[CH:6]=[CH:7][C:2]([C:17]2[CH:18]=[CH:19][C:14]([CH:12]=[O:13])=[CH:15][CH:16]=2)=[CH:3][CH:4]=1, predict the reactants needed to synthesize it. The reactants are: Br[C:2]1[CH:7]=[CH:6][C:5]([C:8]([F:11])([F:10])[F:9])=[CH:4][CH:3]=1.[CH:12]([C:14]1[CH:19]=[CH:18][C:17](B(O)O)=[CH:16][CH:15]=1)=[O:13].C(=O)([O-])[O-].[Na+].[Na+].ClCCl. (3) Given the product [CH2:1]([O:3][CH2:4][C:5]1[N:6]([CH2:19][CH2:20][O:21][CH2:22][C:23]#[C:24][C:25]2[CH:26]=[CH:27][CH:28]=[CH:29][CH:30]=2)[C:7]2[C:12]([CH3:13])=[C:11]([CH3:14])[N:10]=[C:9]([NH2:17])[C:8]=2[N:18]=1)[CH3:2], predict the reactants needed to synthesize it. The reactants are: [CH2:1]([O:3][CH2:4][C:5]1[N:6]([CH2:19][CH2:20][O:21][CH2:22][C:23]#[C:24][C:25]2[CH:30]=[CH:29][CH:28]=[CH:27][CH:26]=2)[C:7]2[C:12]([CH3:13])=[C:11]([CH3:14])[N:10]3N=N[N:17]=[C:9]3[C:8]=2[N:18]=1)[CH3:2].C1(P(C2C=CC=CC=2)C2C=CC=CC=2)C=CC=CC=1.Cl.[OH-].[K+]. (4) Given the product [Cl:1][C:2]1[N:10]([CH2:11][O:12][CH2:13][CH2:14][Si:15]([CH3:18])([CH3:17])[CH3:16])[C:9]2[C:4](=[N:5][C:6]([C:20]3[CH:25]=[CH:24][C:23]([C:26]4([CH2:29][S:33]([CH3:32])(=[O:35])=[O:34])[CH2:28][CH2:27]4)=[CH:22][CH:21]=3)=[C:7]([Cl:19])[CH:8]=2)[CH:3]=1, predict the reactants needed to synthesize it. The reactants are: [Cl:1][C:2]1[N:10]([CH2:11][O:12][CH2:13][CH2:14][Si:15]([CH3:18])([CH3:17])[CH3:16])[C:9]2[C:4](=[N:5][C:6]([C:20]3[CH:25]=[CH:24][C:23]([C:26]4([CH2:29]I)[CH2:28][CH2:27]4)=[CH:22][CH:21]=3)=[C:7]([Cl:19])[CH:8]=2)[CH:3]=1.[Na+].[CH3:32][S:33]([O-:35])=[O:34]. (5) The reactants are: Br[C:2]1[CH:7]=[C:6]([C:8]([CH3:11])([CH3:10])[CH3:9])[CH:5]=[CH:4][N:3]=1.C([Li])CCC.[CH2:17]([Sn:21]([CH2:27][CH2:28][CH2:29][CH3:30])([CH2:23][CH2:24][CH2:25][CH3:26])Cl)[CH2:18][CH2:19][CH3:20]. Given the product [C:8]([C:6]1[CH:5]=[CH:4][N:3]=[C:2]([Sn:21]([CH2:23][CH2:24][CH2:25][CH3:26])([CH2:27][CH2:28][CH2:29][CH3:30])[CH2:17][CH2:18][CH2:19][CH3:20])[CH:7]=1)([CH3:11])([CH3:10])[CH3:9], predict the reactants needed to synthesize it. (6) Given the product [F:1][C:2]1[C:3]([OH:28])=[CH:4][C:5]2[CH2:6][CH2:7][CH:8]([CH:13]3[CH2:18][CH2:17][CH:16]([CH2:19][CH2:20][CH3:21])[CH2:15][CH2:14]3)[CH2:9][C:10]=2[C:11]=1[F:12], predict the reactants needed to synthesize it. The reactants are: [F:1][C:2]1[C:11]([F:12])=[C:10]2[C:5]([CH2:6][CH2:7][CH:8]([CH:13]3[CH2:18][CH2:17][CH:16]([CH2:19][CH2:20][CH3:21])[CH2:15][CH2:14]3)[CH2:9]2)=[CH:4][CH:3]=1.[Li]CCCC.B(OC)(OC)[O:28]C.OO.Cl. (7) Given the product [O:19]=[C:18]([CH3:20])[C:17](=[N:12][NH:6][C:5]1[CH:7]=[CH:8][CH:9]=[C:3]([C:2]([F:10])([F:11])[F:1])[CH:4]=1)[C:16]([O:22][CH3:23])=[O:21], predict the reactants needed to synthesize it. The reactants are: [F:1][C:2]([F:11])([F:10])[C:3]1[CH:4]=[C:5]([CH:7]=[CH:8][CH:9]=1)[NH2:6].[N:12]([O-])=O.[Na+].[C:16]([O:22][CH3:23])(=[O:21])[CH2:17][C:18]([CH3:20])=[O:19].C([O-])(=O)C.[Na+]. (8) Given the product [Cl:24][C:22]1[CH:23]=[C:15]([C:4]2[C:5]3[C:10](=[CH:9][CH:8]=[CH:7][CH:6]=3)[CH:1]=[N:2][CH:3]=2)[CH:16]=[C:17]2[C:21]=1[NH:20][N:19]=[CH:18]2, predict the reactants needed to synthesize it. The reactants are: [CH:1]1[C:10]2[C:5](=[CH:6][CH:7]=[CH:8][CH:9]=2)[C:4](B(O)O)=[CH:3][N:2]=1.Br[C:15]1[CH:16]=[C:17]2[C:21](=[C:22]([Cl:24])[CH:23]=1)[NH:20][N:19]=[CH:18]2.C(=O)([O-])[O-].[Na+].[Na+].